This data is from Peptide-MHC class I binding affinity with 185,985 pairs from IEDB/IMGT. The task is: Regression. Given a peptide amino acid sequence and an MHC pseudo amino acid sequence, predict their binding affinity value. This is MHC class I binding data. (1) The peptide sequence is GRVIPRMLY. The MHC is HLA-A69:01 with pseudo-sequence HLA-A69:01. The binding affinity (normalized) is 0.0847. (2) The peptide sequence is FVGLALLTL. The MHC is HLA-A02:01 with pseudo-sequence HLA-A02:01. The binding affinity (normalized) is 0.479. (3) The peptide sequence is TQFAGVVTV. The MHC is HLA-B15:01 with pseudo-sequence HLA-B15:01. The binding affinity (normalized) is 0.504.